Dataset: Reaction yield outcomes from USPTO patents with 853,638 reactions. Task: Predict the reaction yield, written as a fraction of the theoretical maximum amount of product (1.0 means a 100% yield; for example, 0.34 means a 34% yield). (1) The reactants are [CH3:1][S:2]([C:5]1[CH:6]=[C:7]([CH:11]=[CH:12][CH:13]=1)[C:8](O)=[O:9])(=[O:4])=[O:3].B.C1COCC1. The catalyst is C1COCC1. The product is [CH3:1][S:2]([C:5]1[CH:6]=[C:7]([CH2:8][OH:9])[CH:11]=[CH:12][CH:13]=1)(=[O:3])=[O:4]. The yield is 0.900. (2) The reactants are Cl.[NH2:2][C:3]1[CH:7]=[CH:6][NH:5][C:4]=1[C:8]([O:10][CH2:11][CH3:12])=[O:9].CCN(C(C)C)C(C)C.CC(O)=O.[Cl:26][C:27]1[CH:34]=[CH:33][C:30]([CH:31]=O)=[C:29]([C:35]2([CH3:40])[O:39][CH2:38][CH2:37][O:36]2)[CH:28]=1.[B-]C#N.[Na+]. The catalyst is CCO. The product is [Cl:26][C:27]1[CH:34]=[CH:33][C:30]([CH2:31][NH:2][C:3]2[CH:7]=[CH:6][NH:5][C:4]=2[C:8]([O:10][CH2:11][CH3:12])=[O:9])=[C:29]([C:35]2([CH3:40])[O:36][CH2:37][CH2:38][O:39]2)[CH:28]=1. The yield is 0.720. (3) The reactants are [NH2:1][C:2]1[N:3]=[C:4]([CH3:33])[C:5]2=[C:6]([CH2:8][C@H:9]([C:18]3[CH:23]=[CH:22][C:21]([F:24])=[CH:20][C:19]=3[C:25]3[CH:30]=[CH:29][CH:28]=[C:27]([O:31][CH3:32])[N:26]=3)[NH:10]/[C:11]/2=[N:12]\[O:13][CH2:14][C:15](O)=[O:16])[N:7]=1.CN(C(ON1N=NC2C=CC=CC1=2)=[N+](C)C)C.F[P-](F)(F)(F)(F)F.CCN(CC)CC.[NH:65]1[CH2:70][CH2:69][O:68][CH2:67][CH2:66]1. The catalyst is CN(C=O)C. The product is [NH2:1][C:2]1[N:3]=[C:4]([CH3:33])[C:5]2=[C:6]([CH2:8][C@H:9]([C:18]3[CH:23]=[CH:22][C:21]([F:24])=[CH:20][C:19]=3[C:25]3[CH:30]=[CH:29][CH:28]=[C:27]([O:31][CH3:32])[N:26]=3)[NH:10]/[C:11]/2=[N:12]\[O:13][CH2:14][C:15]([N:65]2[CH2:70][CH2:69][O:68][CH2:67][CH2:66]2)=[O:16])[N:7]=1. The yield is 0.220. (4) The reactants are [Br:1][C:2]1[CH:7]=[CH:6][C:5]([CH2:8][CH2:9][C:10]([OH:12])=O)=[CH:4][CH:3]=1.S(Cl)([Cl:15])=O. No catalyst specified. The product is [Br:1][C:2]1[CH:7]=[CH:6][C:5]([CH2:8][CH2:9][C:10]([Cl:15])=[O:12])=[CH:4][CH:3]=1. The yield is 0.990.